Dataset: Forward reaction prediction with 1.9M reactions from USPTO patents (1976-2016). Task: Predict the product of the given reaction. Given the reactants [OH:1][C:2]1[C:10]([O:11][CH3:12])=[CH:9][C:8]([I:13])=[C:7]2[C:3]=1[CH2:4][NH:5][C:6]2=[O:14].C(N(CC)CC)C.Cl.[N:23]1[CH:28]=[CH:27][CH:26]=[CH:25][C:24]=1[S:29](Cl)(=[O:31])=[O:30].O, predict the reaction product. The product is: [N:23]1[CH:28]=[CH:27][CH:26]=[CH:25][C:24]=1[S:29]([O:1][C:2]1[C:10]([O:11][CH3:12])=[CH:9][C:8]([I:13])=[C:7]2[C:3]=1[CH2:4][NH:5][C:6]2=[O:14])(=[O:31])=[O:30].